Dataset: Blood-brain barrier permeability classification from the B3DB database. Task: Regression/Classification. Given a drug SMILES string, predict its absorption, distribution, metabolism, or excretion properties. Task type varies by dataset: regression for continuous measurements (e.g., permeability, clearance, half-life) or binary classification for categorical outcomes (e.g., BBB penetration, CYP inhibition). Dataset: b3db_classification. (1) The compound is CC(=O)OC1CC2C(COC(=O)CC(C)C)=COC(OC(=O)CC(C)C)C2C12CO2. The result is 1 (penetrates BBB). (2) The compound is O=C1NC2CCCCN2C12CCN(CCCN1c3ccccc3CCc3ccc(Cl)cc31)CC2. The result is 1 (penetrates BBB). (3) The molecule is NCC1OC(OC2C(N)CC(N)C(OC3OC(CO)C(O)C(N)C3O)C2O)C(N)CC1O. The result is 0 (does not penetrate BBB).